This data is from Forward reaction prediction with 1.9M reactions from USPTO patents (1976-2016). The task is: Predict the product of the given reaction. (1) Given the reactants [Cl:1][C:2]1[CH:11]=[CH:10][C:9]([N:12]2[CH2:16][CH2:15][CH:14]([N:17]([CH2:20][CH3:21])[CH2:18][CH3:19])[CH2:13]2)=[CH:8][C:3]=1[C:4](OC)=[O:5].[NH3:22], predict the reaction product. The product is: [Cl:1][C:2]1[CH:11]=[CH:10][C:9]([N:12]2[CH2:16][CH2:15][CH:14]([N:17]([CH2:20][CH3:21])[CH2:18][CH3:19])[CH2:13]2)=[CH:8][C:3]=1[C:4]([NH2:22])=[O:5]. (2) Given the reactants [CH3:1][C:2]1[CH:10]=[CH:9][C:8]([C:11]([F:14])([F:13])[F:12])=[CH:7][C:3]=1[C:4]([OH:6])=[O:5].OS(O)(=O)=O.[N+:20]([O-])([OH:22])=[O:21], predict the reaction product. The product is: [CH3:1][C:2]1[C:10]([N+:20]([O-:22])=[O:21])=[CH:9][C:8]([C:11]([F:12])([F:13])[F:14])=[CH:7][C:3]=1[C:4]([OH:6])=[O:5]. (3) Given the reactants [F:1][C:2]1[CH:3]=[C:4]([CH2:9][C:10]([NH:12][C@H:13]([C:15]([OH:17])=O)[CH3:14])=[O:11])[CH:5]=[C:6]([F:8])[CH:7]=1.[NH2:18][CH:19]1[C:28]2[C:23](=[CH:24][CH:25]=[CH:26][CH:27]=2)[CH:22](C2C=NC=CC=2)[NH:21][C:20]1=[O:35], predict the reaction product. The product is: [F:8][C:6]1[CH:5]=[C:4]([CH2:9][C:10]([NH:12][C@H:13]([C:15]([NH:18][CH:19]2[C:28]3[C:23](=[CH:24][CH:25]=[CH:26][CH:27]=3)[CH2:22][N:21]([CH2:10][CH2:9][C:4]3[CH:5]=[CH:6][CH:7]=[CH:2][CH:3]=3)[C:20]2=[O:35])=[O:17])[CH3:14])=[O:11])[CH:3]=[C:2]([F:1])[CH:7]=1. (4) Given the reactants Br.[CH:2]1([C:5]([CH:7]([N:15]2[CH2:20][CH2:19][CH:18]3[S:21][C:22](=[O:24])[CH:23]=[C:17]3[CH2:16]2)[C:8]2[CH:13]=[CH:12][CH:11]=[CH:10][C:9]=2[F:14])=[O:6])[CH2:4][CH2:3]1.O.C(=O)(O)[O-].[Na+], predict the reaction product. The product is: [CH:2]1([C:5]([CH:7]([N:15]2[CH2:20][CH2:19][CH:18]3[S:21][C:22](=[O:24])[CH:23]=[C:17]3[CH2:16]2)[C:8]2[CH:13]=[CH:12][CH:11]=[CH:10][C:9]=2[F:14])=[O:6])[CH2:3][CH2:4]1.